Task: Predict which catalyst facilitates the given reaction.. Dataset: Catalyst prediction with 721,799 reactions and 888 catalyst types from USPTO (1) Reactant: Cl.[NH2:2][C@H:3]1[C@H:8]2[C@@H:4]1[O:5][C:6]1[CH:12]=[CH:11][C:10]([O:13][C:14]3[CH:23]=[CH:22][N:21]=[C:20]4[C:15]=3[CH2:16][CH2:17][C:18](=[O:24])[NH:19]4)=[CH:9][C:7]=12.[CH2:25]([N:27]1[CH2:32][CH2:31][N:30]([CH2:33][C:34]2[CH:42]=[CH:41][C:37]([C:38](O)=[O:39])=[CH:36][C:35]=2[O:43][C:44]([F:47])([F:46])[F:45])[CH2:29][CH2:28]1)[CH3:26].CN(C(ON1N=NC2C=CC=NC1=2)=[N+](C)C)C.F[P-](F)(F)(F)(F)F.CCN(C(C)C)C(C)C. Product: [CH2:25]([N:27]1[CH2:32][CH2:31][N:30]([CH2:33][C:34]2[CH:42]=[CH:41][C:37]([C:38]([NH:2][C@H:3]3[C@H:8]4[C@@H:4]3[O:5][C:6]3[CH:12]=[CH:11][C:10]([O:13][C:14]5[C:15]6[CH2:16][CH2:17][C:18](=[O:24])[NH:19][C:20]=6[N:21]=[CH:22][CH:23]=5)=[CH:9][C:7]=34)=[O:39])=[CH:36][C:35]=2[O:43][C:44]([F:47])([F:45])[F:46])[CH2:29][CH2:28]1)[CH3:26]. The catalyst class is: 18. (2) Reactant: [Br:1][C:2]1[CH:3]=[C:4]([CH:6]=[CH:7][CH:8]=1)[NH2:5].[N:9]1[CH:14]=[CH:13][CH:12]=[C:11]([CH:15]=O)[CH:10]=1.[BH4-].[Na+]. Product: [Br:1][C:2]1[CH:3]=[C:4]([NH:5][CH2:15][C:11]2[CH:10]=[N:9][CH:14]=[CH:13][CH:12]=2)[CH:6]=[CH:7][CH:8]=1. The catalyst class is: 5. (3) Reactant: Br[CH2:2][C:3]1[CH:8]=[CH:7][C:6]([O:9][C:10]([F:13])([F:12])[F:11])=[CH:5][CH:4]=1.[C:14]([O:22][CH2:23][CH3:24])(=[O:21])[CH2:15][C:16]([O:18][CH2:19][CH3:20])=[O:17].[O-]CC.[Na+].[Cl-].[NH4+]. Product: [CH2:19]([O:18][C:16](=[O:17])[CH:15]([CH2:2][C:3]1[CH:8]=[CH:7][C:6]([O:9][C:10]([F:13])([F:12])[F:11])=[CH:5][CH:4]=1)[C:14]([O:22][CH2:23][CH3:24])=[O:21])[CH3:20]. The catalyst class is: 8. (4) Reactant: [CH:1]1[C:13]2[CH:12]([CH2:14][O:15][C:16]([NH:18][C@@H:19]([C:24]([O:26][C:27]([CH3:30])([CH3:29])[CH3:28])=[O:25])[CH2:20][C:21](O)=[O:22])=[O:17])[C:11]3[C:6](=[CH:7][CH:8]=[CH:9][CH:10]=3)[C:5]=2[CH:4]=[CH:3][CH:2]=1.[CH3:31][N:32](C(ON1N=NC2C=CC=NC1=2)=[N+](C)C)C.F[P-](F)(F)(F)(F)F.CCN(C(C)C)C(C)C.CN. Product: [CH:10]1[C:11]2[CH:12]([CH2:14][O:15][C:16]([NH:18][C@@H:19]([C:24]([O:26][C:27]([CH3:28])([CH3:29])[CH3:30])=[O:25])[CH2:20][C:21](=[O:22])[NH:32][CH3:31])=[O:17])[C:13]3[C:5](=[CH:4][CH:3]=[CH:2][CH:1]=3)[C:6]=2[CH:7]=[CH:8][CH:9]=1. The catalyst class is: 18. (5) Reactant: [CH3:1][C:2]([C:5]1[C:10]([C:11]2[CH:16]=[C:15]([O:17][CH3:18])[CH:14]=[CH:13][C:12]=2[F:19])=[CH:9][C:8]([CH2:20][O:21][C:22]2[CH:27]=[CH:26][C:25]([C@H:28]([CH2:34][CH2:35][CH3:36])[CH2:29][C:30]([O:32]C)=[O:31])=[CH:24][C:23]=2[CH3:37])=[CH:7][CH:6]=1)([CH3:4])[CH3:3].[Li+].[OH-]. Product: [CH3:4][C:2]([C:5]1[C:10]([C:11]2[CH:16]=[C:15]([O:17][CH3:18])[CH:14]=[CH:13][C:12]=2[F:19])=[CH:9][C:8]([CH2:20][O:21][C:22]2[CH:27]=[CH:26][C:25]([C@H:28]([CH2:34][CH2:35][CH3:36])[CH2:29][C:30]([OH:32])=[O:31])=[CH:24][C:23]=2[CH3:37])=[CH:7][CH:6]=1)([CH3:1])[CH3:3]. The catalyst class is: 36. (6) Reactant: [CH2:1]([O:3][CH2:4][C:5]1[N:6]([CH2:29][C:30]([OH:33])([CH3:32])[CH3:31])[C:7]2[C:16]3[CH:15]=[CH:14][C:13]([O:17][CH2:18][CH2:19][NH:20][C:21](=[O:27])[O:22][C:23]([CH3:26])([CH3:25])[CH3:24])=[CH:12][C:11]=3[N:10]=[CH:9][C:8]=2[N:28]=1)[CH3:2].C(OO)(=[O:36])C.C(O)(=O)C.S(S([O-])=O)([O-])(=O)=O.[Na+].[Na+]. Product: [CH2:1]([O:3][CH2:4][C:5]1[N:6]([CH2:29][C:30]([OH:33])([CH3:32])[CH3:31])[C:7]2[C:16]3[CH:15]=[CH:14][C:13]([O:17][CH2:18][CH2:19][NH:20][C:21](=[O:27])[O:22][C:23]([CH3:26])([CH3:24])[CH3:25])=[CH:12][C:11]=3[N+:10]([O-:36])=[CH:9][C:8]=2[N:28]=1)[CH3:2]. The catalyst class is: 84. (7) Reactant: Cl.Cl.[CH3:3][N:4]([CH3:12])[C:5]1[CH:10]=[CH:9][CH:8]=[C:7]([NH2:11])[CH:6]=1.Br[CH2:14][CH2:15][CH2:16][CH2:17][CH2:18][CH2:19][C:20]([OH:22])=[O:21].C(N(CC)CC)C. Product: [CH3:3][N:4]([CH3:12])[C:5]1[CH:6]=[C:7]([NH:11][CH2:14][CH2:15][CH2:16][CH2:17][CH2:18][CH2:19][C:20]([OH:22])=[O:21])[CH:8]=[CH:9][CH:10]=1. The catalyst class is: 14. (8) Reactant: [C:1]([O:5][C:6]([CH3:9])([CH3:8])[CH3:7])(=[O:4])[NH:2][NH2:3].[C:10]1(=O)[CH2:14][CH2:13][CH2:12][CH2:11]1. Product: [C:10]1(=[N:3][NH:2][C:1]([O:5][C:6]([CH3:9])([CH3:8])[CH3:7])=[O:4])[CH2:14][CH2:13][CH2:12][CH2:11]1. The catalyst class is: 81. (9) Reactant: Cl[C:2]1[N:10]=[C:9]2[C:5]([N:6]=[C:7]([CH2:12][CH2:13][N:14]3[CH2:19][CH2:18][O:17][C:16]([CH3:21])([CH3:20])[CH2:15]3)[N:8]2[CH3:11])=[C:4]([N:22]2[CH2:27][CH2:26][O:25][CH2:24][CH2:23]2)[N:3]=1.[CH2:28]([C:30]1[NH:31][C:32]2[CH:38]=[CH:37][CH:36]=[CH:35][C:33]=2[N:34]=1)[CH3:29].CC(C1C=C(C(C)C)C(C2C=CC=CC=2P(C2CCCCC2)C2CCCCC2)=C(C(C)C)C=1)C.C([O-])([O-])=O.[Cs+].[Cs+]. Product: [CH2:28]([C:30]1[N:31]([C:2]2[N:10]=[C:9]3[C:5]([N:6]=[C:7]([CH2:12][CH2:13][N:14]4[CH2:19][CH2:18][O:17][C:16]([CH3:21])([CH3:20])[CH2:15]4)[N:8]3[CH3:11])=[C:4]([N:22]3[CH2:27][CH2:26][O:25][CH2:24][CH2:23]3)[N:3]=2)[C:32]2[CH:38]=[CH:37][CH:36]=[CH:35][C:33]=2[N:34]=1)[CH3:29]. The catalyst class is: 62.